From a dataset of NCI-60 drug combinations with 297,098 pairs across 59 cell lines. Regression. Given two drug SMILES strings and cell line genomic features, predict the synergy score measuring deviation from expected non-interaction effect. (1) Drug 1: CCC1=CC2CC(C3=C(CN(C2)C1)C4=CC=CC=C4N3)(C5=C(C=C6C(=C5)C78CCN9C7C(C=CC9)(C(C(C8N6C)(C(=O)OC)O)OC(=O)C)CC)OC)C(=O)OC.C(C(C(=O)O)O)(C(=O)O)O. Drug 2: C1=CC(=CC=C1CC(C(=O)O)N)N(CCCl)CCCl.Cl. Cell line: BT-549. Synergy scores: CSS=54.5, Synergy_ZIP=-5.97, Synergy_Bliss=-5.45, Synergy_Loewe=-19.3, Synergy_HSA=-4.90. (2) Drug 1: C1CC(C1)(C(=O)O)C(=O)O.[NH2-].[NH2-].[Pt+2]. Drug 2: CC1CC(C(C(C=C(C(C(C=CC=C(C(=O)NC2=CC(=O)C(=C(C1)C2=O)OC)C)OC)OC(=O)N)C)C)O)OC. Cell line: UACC62. Synergy scores: CSS=45.6, Synergy_ZIP=0.142, Synergy_Bliss=1.21, Synergy_Loewe=-9.64, Synergy_HSA=2.14. (3) Drug 1: CC1=C(N=C(N=C1N)C(CC(=O)N)NCC(C(=O)N)N)C(=O)NC(C(C2=CN=CN2)OC3C(C(C(C(O3)CO)O)O)OC4C(C(C(C(O4)CO)O)OC(=O)N)O)C(=O)NC(C)C(C(C)C(=O)NC(C(C)O)C(=O)NCCC5=NC(=CS5)C6=NC(=CS6)C(=O)NCCC[S+](C)C)O. Drug 2: CC(C)CN1C=NC2=C1C3=CC=CC=C3N=C2N. Cell line: NCI-H522. Synergy scores: CSS=27.2, Synergy_ZIP=-0.797, Synergy_Bliss=-0.634, Synergy_Loewe=-3.20, Synergy_HSA=0.171. (4) Synergy scores: CSS=10.6, Synergy_ZIP=-2.64, Synergy_Bliss=0.968, Synergy_Loewe=-5.92, Synergy_HSA=-0.220. Drug 1: CCCS(=O)(=O)NC1=C(C(=C(C=C1)F)C(=O)C2=CNC3=C2C=C(C=N3)C4=CC=C(C=C4)Cl)F. Drug 2: C1CN(CCN1C(=O)CCBr)C(=O)CCBr. Cell line: MCF7.